Task: Binary Classification. Given a drug SMILES string, predict its activity (active/inactive) in a high-throughput screening assay against a specified biological target.. Dataset: Kir2.1 potassium channel HTS with 301,493 compounds The drug is O=c1n(CCC(C)C)c(=O)n(c2nc3n(CCCN3Cc3ccccc3)c12)C. The result is 0 (inactive).